Predict the reactants needed to synthesize the given product. From a dataset of Full USPTO retrosynthesis dataset with 1.9M reactions from patents (1976-2016). (1) Given the product [F:21][C:22]([F:29])([F:28])/[C:23](/[OH:24])=[CH:17]/[C:16]([C:13]1[CH:12]=[CH:11][C:10]([O:9][C:8]([F:19])([F:20])[F:7])=[CH:15][CH:14]=1)=[O:18], predict the reactants needed to synthesize it. The reactants are: CC(C)([O-])C.[K+].[F:7][C:8]([F:20])([F:19])[O:9][C:10]1[CH:15]=[CH:14][C:13]([C:16](=[O:18])[CH3:17])=[CH:12][CH:11]=1.[F:21][C:22]([F:29])([F:28])[C:23](OCC)=[O:24].OS(O)(=O)=O. (2) Given the product [N:1]([C:9]1[N:14]=[C:13]([C:15]2[N:16]=[CH:17][N:18]([CH2:20][CH2:21][CH2:22][CH2:23][N:24]3[C:25](=[O:34])[C:26]4[C:31](=[CH:30][CH:29]=[CH:28][CH:27]=4)[C:32]3=[O:33])[CH:19]=2)[CH:12]=[CH:11][N:10]=1)=[N+:2]=[N-:3], predict the reactants needed to synthesize it. The reactants are: [N-:1]=[N+:2]=[N-:3].[Na+].CS([C:9]1[N:14]=[C:13]([C:15]2[N:16]=[CH:17][N:18]([CH2:20][CH2:21][CH2:22][CH2:23][N:24]3[C:32](=[O:33])[C:31]4[C:26](=[CH:27][CH:28]=[CH:29][CH:30]=4)[C:25]3=[O:34])[CH:19]=2)[CH:12]=[CH:11][N:10]=1)(=O)=O. (3) Given the product [CH2:1]([O:3][C:4]1[CH:21]=[CH:20][CH:19]=[CH:18][C:5]=1[CH2:6][C:7]1[NH:8][C:9](=[O:17])[C:10]([C:15]#[N:16])=[C:11]([N:22]2[CH2:27][CH2:26][CH:25]([CH2:28][CH2:29][OH:30])[CH2:24][CH2:23]2)[N:12]=1)[CH3:2], predict the reactants needed to synthesize it. The reactants are: [CH2:1]([O:3][C:4]1[CH:21]=[CH:20][CH:19]=[CH:18][C:5]=1[CH2:6][C:7]1[NH:8][C:9](=[O:17])[C:10]([C:15]#[N:16])=[C:11](SC)[N:12]=1)[CH3:2].[NH:22]1[CH2:27][CH2:26][CH:25]([CH2:28][CH2:29][OH:30])[CH2:24][CH2:23]1. (4) Given the product [Cl:1][C:2]1[CH:31]=[C:30]([O:32][CH2:36][CH:33]2[CH2:35][CH2:34]2)[CH:29]=[CH:28][C:3]=1[O:4][C:5]1[S:6][C:7]([C:10]2[CH:14]=[C:13]([CH:15]([N:17]3[C:25](=[O:26])[C:24]4[C:19](=[CH:20][CH:21]=[CH:22][CH:23]=4)[C:18]3=[O:27])[CH3:16])[O:12][N:11]=2)=[CH:8][N:9]=1, predict the reactants needed to synthesize it. The reactants are: [Cl:1][C:2]1[CH:31]=[C:30]([OH:32])[CH:29]=[CH:28][C:3]=1[O:4][C:5]1[S:6][C:7]([C:10]2[CH:14]=[C:13]([CH:15]([N:17]3[C:25](=[O:26])[C:24]4[C:19](=[CH:20][CH:21]=[CH:22][CH:23]=4)[C:18]3=[O:27])[CH3:16])[O:12][N:11]=2)=[CH:8][N:9]=1.[CH:33]1([CH2:36]O)[CH2:35][CH2:34]1.C1(P(C2C=CC=CC=2)C2C=CC=CC=2)C=CC=CC=1.N(C(OCC)=O)=NC(OCC)=O. (5) Given the product [CH:13]1([CH2:16][O:17][C:6]([N:43]2[CH2:42][CH2:41][CH:40]([S:39][C:38]3[N:37]=[CH:36][N:35]=[C:34]4[N:30]([C:21]5[CH:22]=[CH:23][C:24]([S:26]([CH3:29])(=[O:28])=[O:27])=[CH:25][C:20]=5[F:19])[N:31]=[CH:32][C:33]=34)[CH2:45][CH2:44]2)=[O:7])[CH2:15][CH2:14]1, predict the reactants needed to synthesize it. The reactants are: N1([C:6](N2C=CN=C2)=[O:7])C=CN=C1.[CH:13]1([CH2:16][OH:17])[CH2:15][CH2:14]1.Cl.[F:19][C:20]1[CH:25]=[C:24]([S:26]([CH3:29])(=[O:28])=[O:27])[CH:23]=[CH:22][C:21]=1[N:30]1[C:34]2=[N:35][CH:36]=[N:37][C:38]([S:39][CH:40]3[CH2:45][CH2:44][NH:43][CH2:42][CH2:41]3)=[C:33]2[CH:32]=[N:31]1.C(N(CC)CC)C.